From a dataset of Forward reaction prediction with 1.9M reactions from USPTO patents (1976-2016). Predict the product of the given reaction. (1) Given the reactants [Cl:1][C:2]1[CH:3]=[C:4]2[C:9](=[C:10]([Cl:12])[CH:11]=1)[CH2:8][N:7]([CH3:13])[CH2:6][CH:5]2[C:14]1[CH:19]=[CH:18][C:17]([NH:20][C:21](=[O:30])[NH:22][CH2:23][CH2:24][C:25]([O:27]CC)=[O:26])=[CH:16][CH:15]=1.[OH-].[Na+], predict the reaction product. The product is: [Cl:1][C:2]1[CH:3]=[C:4]2[C:9](=[C:10]([Cl:12])[CH:11]=1)[CH2:8][N:7]([CH3:13])[CH2:6][CH:5]2[C:14]1[CH:15]=[CH:16][C:17]([NH:20][C:21](=[O:30])[NH:22][CH2:23][CH2:24][C:25]([OH:27])=[O:26])=[CH:18][CH:19]=1. (2) Given the reactants C([O:8][CH2:9][C@@H:10]1[O:15][C@H:14]([CH2:16][CH3:17])[CH2:13][NH:12][CH2:11]1)C1C=CC=CC=1, predict the reaction product. The product is: [CH2:16]([C@@H:14]1[CH2:13][NH:12][CH2:11][C@H:10]([CH2:9][OH:8])[O:15]1)[CH3:17]. (3) The product is: [CH2:17]([O:16][C:3]1[CH:2]=[CH:11][C:10]2[C:9]([CH3:13])([CH3:12])[CH2:8][CH2:7][C:6]([CH3:15])([CH3:14])[C:5]=2[C:4]=1[B:24]([OH:26])[OH:25])[CH2:18][CH2:19][CH2:20][CH2:21][CH2:22][CH3:23]. Given the reactants Br[C:2]1[C:3]([O:16][CH2:17][CH2:18][CH2:19][CH2:20][CH2:21][CH2:22][CH3:23])=[CH:4][C:5]2[C:6]([CH3:15])([CH3:14])[CH2:7][CH2:8][C:9]([CH3:13])([CH3:12])[C:10]=2[CH:11]=1.[BH:24]([OH:26])[OH:25], predict the reaction product.